This data is from Reaction yield outcomes from USPTO patents with 853,638 reactions. The task is: Predict the reaction yield, written as a fraction of the theoretical maximum amount of product (1.0 means a 100% yield; for example, 0.34 means a 34% yield). (1) The reactants are [NH2:1][C:2]1[C:11]2[C:6](=[C:7](Br)[CH:8]=[CH:9][CH:10]=2)[N:5]=[N:4][C:3]=1[C:13]([NH:15][CH:16]1[CH2:18][CH2:17]1)=[O:14].[CH3:19][O:20][C:21]1[C:26](B(O)O)=[CH:25][CH:24]=[CH:23][N:22]=1. No catalyst specified. The product is [NH2:1][C:2]1[C:11]2[C:6](=[C:7]([C:26]3[C:21]([O:20][CH3:19])=[N:22][CH:23]=[CH:24][CH:25]=3)[CH:8]=[CH:9][CH:10]=2)[N:5]=[N:4][C:3]=1[C:13]([NH:15][CH:16]1[CH2:18][CH2:17]1)=[O:14]. The yield is 0.760. (2) The reactants are [Cl:1][C:2]1[N:7]=[C:6]([C:8](Cl)=[O:9])[CH:5]=[N:4][CH:3]=1.C(N(CC)CC)C.[NH2:18][C:19]1[CH:24]=[CH:23][CH:22]=[C:21]([CH3:25])[CH:20]=1. The catalyst is C(Cl)Cl.Cl. The product is [Cl:1][C:2]1[N:7]=[C:6]([C:8]([NH:18][C:19]2[CH:20]=[C:21]([CH3:25])[CH:22]=[CH:23][CH:24]=2)=[O:9])[CH:5]=[N:4][CH:3]=1. The yield is 0.830. (3) The reactants are C(OC([N:8]1[C:16]2[CH2:15][CH2:14][N:13]([C:17]([O:19][C:20]([CH3:23])([CH3:22])[CH3:21])=[O:18])[CH2:12][C:11]=2[N:10]=[CH:9]1)=O)(C)(C)C.[OH-].[Na+]. The catalyst is CO.C(O)(=O)CC(CC(O)=O)(C(O)=O)O. The product is [C:20]([O:19][C:17]([N:13]1[CH2:12][C:11]2[N:10]=[CH:9][NH:8][C:16]=2[CH2:15][CH2:14]1)=[O:18])([CH3:23])([CH3:21])[CH3:22]. The yield is 0.970. (4) The reactants are [CH3:1][N:2]([CH3:17])[N:3]=[CH:4][C:5]1[N:10]([CH2:11][CH3:12])[C:9](=[O:13])[N:8]([CH2:14][CH3:15])[C:7](=[O:16])[CH:6]=1.[C:18]([O:22][CH3:23])(=[O:21])[CH:19]=[CH2:20]. The product is [CH3:17][N:2]([CH3:1])[N:3]=[CH:4][C:5]1[N:10]([CH2:11][CH3:12])[C:9](=[O:13])[N:8]([CH2:14][CH3:15])[C:7](=[O:16])[C:6]=1/[CH:20]=[CH:19]/[C:18]([O:22][CH3:23])=[O:21]. The catalyst is C(#N)C.C([O-])(=O)C.[Pd+2].C([O-])(=O)C. The yield is 0.329. (5) The reactants are Br[C:2]1[C:3](=[O:32])[N:4]([CH2:24][CH2:25][C:26]2[CH:31]=[CH:30][CH:29]=[CH:28][CH:27]=2)[C:5]([C:9]2[CH:14]=[CH:13][CH:12]=[C:11]([F:15])[C:10]=2[O:16][CH2:17][C:18]2[CH:23]=[CH:22][CH:21]=[CH:20][CH:19]=2)=[N:6][C:7]=1[CH3:8].[F-].[Cs+].C([Sn](CCCC)(CCCC)[C:40]1[S:41][CH:42]=[CH:43][CH:44]=1)CCC. The catalyst is O1CCOCC1. The product is [F:15][C:11]1[C:10]([O:16][CH2:17][C:18]2[CH:23]=[CH:22][CH:21]=[CH:20][CH:19]=2)=[C:9]([C:5]2[N:4]([CH2:24][CH2:25][C:26]3[CH:31]=[CH:30][CH:29]=[CH:28][CH:27]=3)[C:3](=[O:32])[C:2]([C:40]3[S:41][CH:42]=[CH:43][CH:44]=3)=[C:7]([CH3:8])[N:6]=2)[CH:14]=[CH:13][CH:12]=1. The yield is 0.810. (6) The reactants are Cl.[C:2]1(=N)[C:14]2[C:6]([C:7]3[C:12]([CH:13]=2)=[CH:11][CH:10]=[CH:9][CH:8]=3)=[CH:5][CH:4]=[CH:3]1.[NH4+:16].[OH-]. No catalyst specified. The product is [CH:2]1[C:14]2[C:13](=[NH:16])[C:12]3[C:7](=[CH:8][CH:9]=[CH:10][CH:11]=3)[C:6]=2[CH:5]=[CH:4][CH:3]=1. The yield is 0.580. (7) The reactants are CC(C)([O-])C.[K+].[NH:7]1[CH:11]=[CH:10][N:9]=[CH:8]1.[N-]1C=CN=C1.[K+].Cl[CH2:19][C:20]([O:22]C)=[O:21]. The catalyst is O1CCCC1. The product is [N:7]1([CH2:19][C:20]([OH:22])=[O:21])[CH:11]=[CH:10][N:9]=[CH:8]1. The yield is 0.706.